From a dataset of Catalyst prediction with 721,799 reactions and 888 catalyst types from USPTO. Predict which catalyst facilitates the given reaction. (1) Reactant: [C:1]1([CH3:11])[CH:6]=[CH:5][C:4]([S:7](Cl)(=[O:9])=[O:8])=[CH:3][CH:2]=1.N1C=CC=CC=1.[CH3:18][O:19][C:20]1[CH:25]=[CH:24][C:23]([CH:26]2[CH2:31][CH2:30][NH:29][CH2:28][CH2:27]2)=[CH:22][CH:21]=1. Product: [CH3:18][O:19][C:20]1[CH:21]=[CH:22][C:23]([CH:26]2[CH2:31][CH2:30][N:29]([S:7]([C:4]3[CH:5]=[CH:6][C:1]([CH3:11])=[CH:2][CH:3]=3)(=[O:9])=[O:8])[CH2:28][CH2:27]2)=[CH:24][CH:25]=1. The catalyst class is: 6. (2) Product: [Cl:9][C:10]1[CH:11]=[C:12]2[C:16](=[CH:17][CH:18]=1)[NH:15][CH:14]=[C:13]2[CH2:19][CH2:20][NH:21][C:26](=[O:27])[C:25]1[CH:29]=[CH:30][CH:31]=[C:23]([I:22])[CH:24]=1. Reactant: C(N(CC)CC)C.Cl.[Cl:9][C:10]1[CH:11]=[C:12]2[C:16](=[CH:17][CH:18]=1)[NH:15][CH:14]=[C:13]2[CH2:19][CH2:20][NH2:21].[I:22][C:23]1[CH:24]=[C:25]([CH:29]=[CH:30][CH:31]=1)[C:26](Cl)=[O:27]. The catalyst class is: 4. (3) Reactant: Cl.CN(C)CCCN=C=NCC.OC1C=CC=C[N+]=1[O-].[Cl:21][C:22]1[CH:23]=[C:24]([N:39]2[CH:43]=[N:42][C:41]([C:44](O)=[O:45])=[N:40]2)[CH:25]=[C:26]([Cl:38])[C:27]=1[O:28][CH2:29][C:30]1[CH:35]=[CH:34][C:33]([O:36][CH3:37])=[CH:32][CH:31]=1.Cl.[NH2:48][CH2:49][C:50](=[O:55])[C:51]([CH3:54])([CH3:53])[CH3:52]. Product: [Cl:38][C:26]1[CH:25]=[C:24]([N:39]2[CH:43]=[N:42][C:41]([C:44]([NH:48][CH2:49][C:50](=[O:55])[C:51]([CH3:54])([CH3:53])[CH3:52])=[O:45])=[N:40]2)[CH:23]=[C:22]([Cl:21])[C:27]=1[O:28][CH2:29][C:30]1[CH:35]=[CH:34][C:33]([O:36][CH3:37])=[CH:32][CH:31]=1. The catalyst class is: 17. (4) The catalyst class is: 861. Product: [Cl:1][C:2]1[CH:7]=[CH:6][C:5]([CH:8]2[CH2:13][C:12](=[O:14])[NH:11][C:10]([CH3:15])=[C:9]2[C:16]([NH:20][C:21]2[CH:22]=[C:23]3[C:27](=[CH:28][C:29]=2[F:30])[NH:26][N:25]=[CH:24]3)=[O:18])=[C:4]([F:19])[CH:3]=1. Reactant: [Cl:1][C:2]1[CH:7]=[CH:6][C:5]([CH:8]2[CH2:13][C:12](=[O:14])[NH:11][C:10]([CH3:15])=[C:9]2[C:16]([OH:18])=O)=[C:4]([F:19])[CH:3]=1.[NH2:20][C:21]1[CH:22]=[C:23]2[C:27](=[CH:28][C:29]=1[F:30])[NH:26][N:25]=[CH:24]2.C(Cl)CCl.CCN(CC)CC. (5) Reactant: [CH3:1][N:2]1[C:6]([CH3:7])=[CH:5][N:4]=[C:3]1[CH:8]([NH2:16])[CH2:9][C:10]1[CH:15]=[CH:14][CH:13]=[CH:12][CH:11]=1.[Cl:17][C:18]1[CH:23]=[CH:22][C:21]([S:24](Cl)(=[O:26])=[O:25])=[CH:20][CH:19]=1. Product: [Cl:17][C:18]1[CH:23]=[CH:22][C:21]([S:24]([NH:16][CH:8]([C:3]2[N:2]([CH3:1])[C:6]([CH3:7])=[CH:5][N:4]=2)[CH2:9][C:10]2[CH:15]=[CH:14][CH:13]=[CH:12][CH:11]=2)(=[O:26])=[O:25])=[CH:20][CH:19]=1. The catalyst class is: 1. (6) Reactant: [OH-].[Na+].C[O:4][C:5](=[O:39])[CH2:6][C:7]1[CH:8]=[N:9][CH:10]=[C:11]([C:13]2[CH:18]=[CH:17][C:16]([C:19]([CH2:37][CH3:38])([C:22]3[CH:27]=[CH:26][C:25]([C:28]#[C:29][C:30]([CH2:34][CH3:35])([OH:33])[CH2:31][CH3:32])=[C:24]([CH3:36])[CH:23]=3)[CH2:20][CH3:21])=[CH:15][CH:14]=2)[CH:12]=1.[Cl-].[NH4+]. Product: [CH2:20]([C:19]([C:16]1[CH:15]=[CH:14][C:13]([C:11]2[CH:12]=[C:7]([CH2:6][C:5]([OH:39])=[O:4])[CH:8]=[N:9][CH:10]=2)=[CH:18][CH:17]=1)([C:22]1[CH:27]=[CH:26][C:25]([C:28]#[C:29][C:30]([CH2:31][CH3:32])([OH:33])[CH2:34][CH3:35])=[C:24]([CH3:36])[CH:23]=1)[CH2:37][CH3:38])[CH3:21]. The catalyst class is: 111. (7) Reactant: BrC1C=CC(O)=C(C2C=[CH:16][C:15]3[C:10](=[CH:11][CH:12]=[C:13]([C:18]4[N:22]([CH:23]5[CH2:28][CH2:27][CH2:26][CH2:25][CH2:24]5)[C:21]5[CH:29]=[CH:30][C:31]([C:33]([OH:35])=[O:34])=[CH:32][C:20]=5[N:19]=4)[CH:14]=3)[N:9]=2)C=1.C(OC(C1C=CC2N(C3CCCCC3)C(C3C=CC(N)=C(C=O)C=3)=NC=2C=1)=O)C.[CH3:66][C:67]1[S:68][C:69]([C:73](=O)[CH3:74])=[C:70]([CH3:72])[N:71]=1.[OH-].[K+]. Product: [CH:23]1([N:22]2[C:21]3[CH:29]=[CH:30][C:31]([C:33]([OH:35])=[O:34])=[CH:32][C:20]=3[N:19]=[C:18]2[C:13]2[CH:14]=[C:15]3[C:10](=[CH:11][CH:12]=2)[N:9]=[C:73]([C:69]2[S:68][C:67]([CH3:66])=[N:71][C:70]=2[CH3:72])[CH:74]=[CH:16]3)[CH2:24][CH2:25][CH2:26][CH2:27][CH2:28]1. The catalyst class is: 8. (8) Reactant: [N:1]1([C:5]([C:7]2[CH:8]=[C:9]([C:14]3[CH:19]=[CH:18][N:17]=[C:16]([NH:20][C:21]4[CH:26]=[CH:25][N:24]=[C:23]([CH3:27])[N:22]=4)[CH:15]=3)[CH:10]=[N:11][C:12]=2[CH3:13])=O)[CH2:4][CH2:3][CH2:2]1.P12(SP3(SP(SP(S3)(S1)=S)(=S)S2)=S)=[S:29].C([O-])(O)=O.[Na+]. Product: [N:1]1([C:5]([C:7]2[CH:8]=[C:9]([C:14]3[CH:19]=[CH:18][N:17]=[C:16]([NH:20][C:21]4[CH:26]=[CH:25][N:24]=[C:23]([CH3:27])[N:22]=4)[CH:15]=3)[CH:10]=[N:11][C:12]=2[CH3:13])=[S:29])[CH2:4][CH2:3][CH2:2]1. The catalyst class is: 228. (9) Reactant: Cl[C:2]1[CH:7]=[C:6]([O:8][C:9]2[CH:14]=[CH:13][CH:12]=[CH:11][CH:10]=2)[CH:5]=[CH:4][N:3]=1.[CH3:15][C:16]1[N:17]=[C:18]([NH2:21])[S:19][CH:20]=1.P([O-])([O-])([O-])=O.[K+].[K+].[K+].C1(P(C2C=CC=CC=2)C2C3OC4C(=CC=CC=4P(C4C=CC=CC=4)C4C=CC=CC=4)C(C)(C)C=3C=CC=2)C=CC=CC=1. Product: [CH3:15][C:16]1[N:17]=[C:18]([NH:21][C:2]2[CH:7]=[C:6]([O:8][C:9]3[CH:14]=[CH:13][CH:12]=[CH:11][CH:10]=3)[CH:5]=[CH:4][N:3]=2)[S:19][CH:20]=1. The catalyst class is: 882.